Dataset: Forward reaction prediction with 1.9M reactions from USPTO patents (1976-2016). Task: Predict the product of the given reaction. (1) Given the reactants [Br:1][C:2]1[CH:3]=[C:4]([CH:8]([C:10]2[CH:14]=[C:13]([CH:15]3[O:19][CH2:18][CH2:17][O:16]3)[S:12][CH:11]=2)[OH:9])[CH:5]=[CH:6][CH:7]=1, predict the reaction product. The product is: [Br:1][C:2]1[CH:3]=[C:4]([C:8]([C:10]2[CH:14]=[C:13]([CH:15]3[O:19][CH2:18][CH2:17][O:16]3)[S:12][CH:11]=2)=[O:9])[CH:5]=[CH:6][CH:7]=1. (2) Given the reactants CC(C)([O-])C.[K+].[CH3:7][C:8]([C:10]1[CH:15]=[CH:14][CH:13]=[N:12][CH:11]=1)=[O:9].[Br:16][C:17]1[N:22]=[C:21]([C:23](OCC)=[O:24])[CH:20]=[CH:19][CH:18]=1.O, predict the reaction product. The product is: [Br:16][C:17]1[N:22]=[C:21]([C:23](=[O:24])[CH2:7][C:8]([C:10]2[CH:11]=[N:12][CH:13]=[CH:14][CH:15]=2)=[O:9])[CH:20]=[CH:19][CH:18]=1. (3) Given the reactants C([O:5][C:6](=[O:45])[C:7]([O:10]/[N:11]=[C:12](/[C:32]1[N:33]=[C:34]([NH:37]C(OC(C)(C)C)=O)[S:35][CH:36]=1)\[C:13]([NH:15][C@@H:16]1[C:19](=[O:20])[N:18]([S:21]([OH:24])(=[O:23])=[O:22])[C@@H:17]1[CH2:25][N:26]1[N:30]=[N:29][C:28]([CH3:31])=[N:27]1)=[O:14])([CH3:9])[CH3:8])(C)(C)C.C(O)(C(F)(F)F)=O, predict the reaction product. The product is: [NH2:37][C:34]1[S:35][CH:36]=[C:32](/[C:12](=[N:11]/[O:10][C:7]([CH3:9])([CH3:8])[C:6]([OH:45])=[O:5])/[C:13]([NH:15][C@@H:16]2[C:19](=[O:20])[N:18]([S:21]([OH:24])(=[O:22])=[O:23])[C@@H:17]2[CH2:25][N:26]2[N:30]=[N:29][C:28]([CH3:31])=[N:27]2)=[O:14])[N:33]=1. (4) The product is: [CH3:1][O:2][C:3](=[O:18])[C@@H:4]([O:15][CH2:16][CH3:17])[CH2:5][C:6]1[C:11]([CH3:12])=[CH:10][C:9]([O:13][CH2:29][CH2:28][C:26]2[N:27]=[C:23]([C:19]([CH3:20])([CH3:22])[CH3:21])[O:24][C:25]=2[CH3:31])=[CH:8][C:7]=1[CH3:14]. Given the reactants [CH3:1][O:2][C:3](=[O:18])[C@@H:4]([O:15][CH2:16][CH3:17])[CH2:5][C:6]1[C:11]([CH3:12])=[CH:10][C:9]([OH:13])=[CH:8][C:7]=1[CH3:14].[C:19]([C:23]1[O:24][C:25]([CH3:31])=[C:26]([CH2:28][CH2:29]O)[N:27]=1)([CH3:22])([CH3:21])[CH3:20].C(P(CCCC)CCCC)CCC.CN(C)C(N=NC(N(C)C)=O)=O, predict the reaction product. (5) The product is: [CH3:32][O:31][C:29]1[CH:28]=[C:27]([CH2:33][C:34]#[CH:35])[CH:26]=[C:25]([O:24][CH3:23])[CH:30]=1. Given the reactants C([Si](C)(C)C)#C.C([Mg]Br)C.COC1C=C(C=C(OC)C=1)CBr.[CH3:23][O:24][C:25]1[CH:26]=[C:27]([CH2:33][C:34]#[C:35][Si](C)(C)C)[CH:28]=[C:29]([O:31][CH3:32])[CH:30]=1, predict the reaction product. (6) Given the reactants [C:1]([CH2:6][C:7]([O:9][CH2:10][CH3:11])=[O:8])(=O)[CH2:2][CH2:3][CH3:4].C([O-])(=O)C.[NH4+:16], predict the reaction product. The product is: [NH2:16]/[C:1](/[CH2:2][CH2:3][CH3:4])=[CH:6]/[C:7]([O:9][CH2:10][CH3:11])=[O:8].